Task: Predict the product of the given reaction.. Dataset: Forward reaction prediction with 1.9M reactions from USPTO patents (1976-2016) (1) The product is: [C:7]1([Si:13]2([C:16]3[CH:21]=[CH:20][CH:19]=[CH:18][CH:17]=3)[CH2:5][CH2:4][CH2:3][CH2:2]2)[CH:12]=[CH:11][CH:10]=[CH:9][CH:8]=1. Given the reactants Cl[CH2:2][CH2:3][CH2:4][CH2:5]Cl.[C:7]1([Si:13]([C:16]2[CH:21]=[CH:20][CH:19]=[CH:18][CH:17]=2)(Cl)Cl)[CH:12]=[CH:11][CH:10]=[CH:9][CH:8]=1.[Mg], predict the reaction product. (2) The product is: [NH2:7][C@@H:8]([CH3:40])[C:9]([N:11]1[CH2:12][CH2:13][CH:14]([CH2:17][CH2:18][N:19]2[C:27]([S:28][C:29]3[C:37]([Br:38])=[CH:36][C:32]4[O:33][CH2:34][O:35][C:31]=4[CH:30]=3)=[N:26][C:25]3[C:20]2=[N:21][CH:22]=[N:23][C:24]=3[NH2:39])[CH2:15][CH2:16]1)=[O:10]. Given the reactants C(OC(=O)[NH:7][C@@H:8]([CH3:40])[C:9]([N:11]1[CH2:16][CH2:15][CH:14]([CH2:17][CH2:18][N:19]2[C:27]([S:28][C:29]3[C:37]([Br:38])=[CH:36][C:32]4[O:33][CH2:34][O:35][C:31]=4[CH:30]=3)=[N:26][C:25]3[C:20]2=[N:21][CH:22]=[N:23][C:24]=3[NH2:39])[CH2:13][CH2:12]1)=[O:10])(C)(C)C.C(O)(C(F)(F)F)=O, predict the reaction product.